This data is from Forward reaction prediction with 1.9M reactions from USPTO patents (1976-2016). The task is: Predict the product of the given reaction. (1) Given the reactants [Cl:1][C:2]1[CH:8]=[CH:7][C:5]([NH2:6])=[C:4]([F:9])[CH:3]=1.[C:10](O[C:10]([O:12][C:13]([CH3:16])([CH3:15])[CH3:14])=[O:11])([O:12][C:13]([CH3:16])([CH3:15])[CH3:14])=[O:11], predict the reaction product. The product is: [Cl:1][C:2]1[CH:8]=[CH:7][C:5]([NH:6][C:10](=[O:11])[O:12][C:13]([CH3:16])([CH3:15])[CH3:14])=[C:4]([F:9])[CH:3]=1. (2) Given the reactants [CH:1]([N:4]1[C:8]([C:9]2[N:10]=[C:11]3[CH2:17][CH2:16][O:15][C:14]4[CH:18]=[C:19]([C:22]([O:24]C)=[O:23])[CH:20]=[N:21][C:13]=4[N:12]3[CH:26]=2)=[CH:7][CH:6]=[N:5]1)([CH3:3])[CH3:2].[Li+].[OH-].Cl, predict the reaction product. The product is: [CH:1]([N:4]1[C:8]([C:9]2[N:10]=[C:11]3[CH2:17][CH2:16][O:15][C:14]4[CH:18]=[C:19]([C:22]([OH:24])=[O:23])[CH:20]=[N:21][C:13]=4[N:12]3[CH:26]=2)=[CH:7][CH:6]=[N:5]1)([CH3:3])[CH3:2].